This data is from Reaction yield outcomes from USPTO patents with 853,638 reactions. The task is: Predict the reaction yield, written as a fraction of the theoretical maximum amount of product (1.0 means a 100% yield; for example, 0.34 means a 34% yield). (1) The reactants are Cl.[Br:2][C:3]1[C:4]([O:9][CH:10]2[CH2:13][CH:12]([NH2:14])[CH2:11]2)=[N:5][CH:6]=[CH:7][CH:8]=1.Cl[C:16]1[S:17][C:18]2[CH:24]=[CH:23][CH:22]=[CH:21][C:19]=2[N:20]=1.CCN(C(C)C)C(C)C.O. The catalyst is CN1C(=O)CCC1. The product is [Br:2][C:3]1[C:4]([O:9][CH:10]2[CH2:11][CH:12]([NH:14][C:16]3[S:17][C:18]4[CH:24]=[CH:23][CH:22]=[CH:21][C:19]=4[N:20]=3)[CH2:13]2)=[N:5][CH:6]=[CH:7][CH:8]=1. The yield is 0.600. (2) The reactants are [F:1][C:2]1[CH:32]=[CH:31][C:5]([CH2:6][N:7]2[C:12](=[O:13])[C:11]([C:14]3[NH:19][C:18]4[CH:20]=[CH:21][C:22](I)=[CH:23][C:17]=4[S:16](=[O:26])(=[O:25])[N:15]=3)=[C:10]([OH:27])[C:9]3=[CH:28][CH:29]=[CH:30][N:8]23)=[CH:4][CH:3]=1.P([O-])([O-])([O-])=O.[K+].[K+].[K+].N(CC(O)=O)C.[CH3:47][NH:48][S:49]([CH3:52])(=[O:51])=[O:50]. The catalyst is CN(C)C=O.C(OCC)(=O)C.[Cu]I.C(OCC)C.CO. The product is [F:1][C:2]1[CH:32]=[CH:31][C:5]([CH2:6][N:7]2[C:12](=[O:13])[C:11]([C:14]3[NH:19][C:18]4[CH:20]=[CH:21][C:22]([N:48]([CH3:47])[S:49]([CH3:52])(=[O:51])=[O:50])=[CH:23][C:17]=4[S:16](=[O:26])(=[O:25])[N:15]=3)=[C:10]([OH:27])[C:9]3=[CH:28][CH:29]=[CH:30][N:8]23)=[CH:4][CH:3]=1. The yield is 0.650.